This data is from Forward reaction prediction with 1.9M reactions from USPTO patents (1976-2016). The task is: Predict the product of the given reaction. (1) Given the reactants [Cl:1][C:2]1[CH:3]=[C:4](B(O)O)[CH:5]=[CH:6][C:7]=1[O:8][CH3:9].[C:13]([O:17][C:18]([N:20]1[CH2:25][CH2:24][CH:23]([C:26](SC2C=CC=CC=2)=[O:27])[CH2:22][CH2:21]1)=[O:19])([CH3:16])([CH3:15])[CH3:14], predict the reaction product. The product is: [C:13]([O:17][C:18]([N:20]1[CH2:25][CH2:24][CH:23]([C:26](=[O:27])[C:4]2[CH:5]=[CH:6][C:7]([O:8][CH3:9])=[C:2]([Cl:1])[CH:3]=2)[CH2:22][CH2:21]1)=[O:19])([CH3:16])([CH3:15])[CH3:14]. (2) Given the reactants C([C:4]1[CH:5]=[C:6]([Br:18])[CH:7]=[C:8]2[C:13]=1[O:12][C:11]([CH3:15])([CH3:14])[CH2:10][C:9]2([CH3:17])[CH3:16])(=O)C.ClC1C=[C:22](C=CC=1)[C:23]([O:25]O)=[O:24].C(OCC)(=O)C, predict the reaction product. The product is: [C:23]([O:25][C:4]1[CH:5]=[C:6]([Br:18])[CH:7]=[C:8]2[C:13]=1[O:12][C:11]([CH3:14])([CH3:15])[CH2:10][C:9]2([CH3:16])[CH3:17])(=[O:24])[CH3:22]. (3) The product is: [CH3:1][O:2][C:3]1[CH:4]=[C:5]([N:9]2[C:13]([C:14]3[CH:19]=[CH:18][CH:17]=[C:16]([C:20]([F:21])([F:22])[F:23])[CH:15]=3)=[CH:12][C:11]([C:24]([OH:26])=[O:25])=[N:10]2)[CH:6]=[CH:7][CH:8]=1. Given the reactants [CH3:1][O:2][C:3]1[CH:4]=[C:5]([N:9]2[C:13]([C:14]3[CH:19]=[CH:18][CH:17]=[C:16]([C:20]([F:23])([F:22])[F:21])[CH:15]=3)=[CH:12][C:11]([C:24]([O:26]CC)=[O:25])=[N:10]2)[CH:6]=[CH:7][CH:8]=1.[OH-].[K+], predict the reaction product.